Dataset: Catalyst prediction with 721,799 reactions and 888 catalyst types from USPTO. Task: Predict which catalyst facilitates the given reaction. (1) Reactant: [OH:1][CH2:2][CH:3]1[CH2:8][CH2:7][CH2:6][N:5]([C:9]([O:11][C:12]([CH3:15])([CH3:14])[CH3:13])=[O:10])[CH2:4]1.[S:16](Cl)([C:19]1[CH:25]=[CH:24][C:22]([CH3:23])=[CH:21][CH:20]=1)(=[O:18])=[O:17]. Product: [CH3:23][C:22]1[CH:24]=[CH:25][C:19]([S:16]([O:1][CH2:2][CH:3]2[CH2:8][CH2:7][CH2:6][N:5]([C:9]([O:11][C:12]([CH3:15])([CH3:14])[CH3:13])=[O:10])[CH2:4]2)(=[O:18])=[O:17])=[CH:20][CH:21]=1. The catalyst class is: 17. (2) Reactant: [CH3:1][O:2][CH:3]([O:12][CH3:13])[CH2:4][NH:5][CH:6]1[CH2:11][CH2:10][CH2:9][CH2:8][CH2:7]1.CN.[C:16](Cl)(=[O:19])[CH:17]=[CH2:18]. Product: [CH:6]1([N:5]([CH2:4][CH:3]([O:12][CH3:13])[O:2][CH3:1])[C:16](=[O:19])[CH:17]=[CH2:18])[CH2:11][CH2:10][CH2:9][CH2:8][CH2:7]1. The catalyst class is: 56. (3) Reactant: [Si]([O:8][CH2:9][CH:10]([C:23]1[CH:28]=[CH:27][CH:26]=[CH:25][CH:24]=1)[CH2:11][N:12]1C(=O)C2C(=CC=CC=2)C1=O)(C(C)(C)C)(C)C.O.NN.Cl.C([O-])(O)=O.[Na+]. Product: [NH2:12][CH2:11][CH:10]([C:23]1[CH:28]=[CH:27][CH:26]=[CH:25][CH:24]=1)[CH2:9][OH:8]. The catalyst class is: 14. (4) Reactant: [Br:1][C:2]1[CH:3]=[C:4]([CH:8]=[CH:9][C:10]2[CH:17]=[CH:16][C:13]([C:14]#[N:15])=[C:12](Cl)[N:11]=2)[CH:5]=[CH:6][CH:7]=1.[CH3:19][O:20][C:21]1[CH:28]=[CH:27][C:24]([CH2:25][NH2:26])=[CH:23][CH:22]=1. Product: [Br:1][C:2]1[CH:3]=[C:4]([CH:8]=[CH:9][C:10]2[CH:17]=[CH:16][C:13]([C:14]#[N:15])=[C:12]([NH:26][CH2:25][C:24]3[CH:27]=[CH:28][C:21]([O:20][CH3:19])=[CH:22][CH:23]=3)[N:11]=2)[CH:5]=[CH:6][CH:7]=1. The catalyst class is: 93. (5) Reactant: F[C:2]1[C:3]([C:8]2([OH:14])[CH2:13][CH2:12][O:11][CH2:10][CH2:9]2)=[N:4][CH:5]=[CH:6][N:7]=1.[S:15]1[C:19]2[CH:20]=[CH:21][CH:22]=[CH:23][C:18]=2[N:17]=[C:16]1[NH:24][C:25]1[CH:30]=[CH:29][C:28]([OH:31])=[CH:27][CH:26]=1.C(=O)([O-])[O-].[Cs+].[Cs+]. Product: [S:15]1[C:19]2[CH:20]=[CH:21][CH:22]=[CH:23][C:18]=2[N:17]=[C:16]1[NH:24][C:25]1[CH:30]=[CH:29][C:28]([O:31][C:2]2[C:3]([C:8]3([OH:14])[CH2:13][CH2:12][O:11][CH2:10][CH2:9]3)=[N:4][CH:5]=[CH:6][N:7]=2)=[CH:27][CH:26]=1. The catalyst class is: 549. (6) Reactant: [Li+].[CH3:2]C([N-]C(C)C)C.CN1C(=O)N(C)CCC1.[CH3:18][O:19][C:20]1[CH:25]=[CH:24][C:23]([CH2:26][CH2:27][C:28]([O:30][C:31]([CH3:34])([CH3:33])[CH3:32])=[O:29])=[CH:22][CH:21]=1.CI. Product: [CH3:18][O:19][C:20]1[CH:25]=[CH:24][C:23]([CH2:26][CH:27]([CH3:2])[C:28]([O:30][C:31]([CH3:34])([CH3:33])[CH3:32])=[O:29])=[CH:22][CH:21]=1. The catalyst class is: 1.